From a dataset of Catalyst prediction with 721,799 reactions and 888 catalyst types from USPTO. Predict which catalyst facilitates the given reaction. Reactant: [F:1][C:2]1[CH:11]=[CH:10][CH:9]=[C:8]([F:12])[C:3]=1[C:4]([NH:6][CH3:7])=O.B.CSC. Product: [F:1][C:2]1[CH:11]=[CH:10][CH:9]=[C:8]([F:12])[C:3]=1[CH2:4][NH:6][CH3:7]. The catalyst class is: 11.